Dataset: Peptide-MHC class I binding affinity with 185,985 pairs from IEDB/IMGT. Task: Regression. Given a peptide amino acid sequence and an MHC pseudo amino acid sequence, predict their binding affinity value. This is MHC class I binding data. (1) The peptide sequence is KSDPIMLLK. The MHC is HLA-A01:01 with pseudo-sequence HLA-A01:01. The binding affinity (normalized) is 0.460. (2) The peptide sequence is RRVRRRVLV. The MHC is HLA-A26:01 with pseudo-sequence HLA-A26:01. The binding affinity (normalized) is 0.213. (3) The peptide sequence is NELGYSGYF. The MHC is HLA-A01:01 with pseudo-sequence HLA-A01:01. The binding affinity (normalized) is 0.0847. (4) The peptide sequence is RNQPAATAL. The MHC is HLA-B07:02 with pseudo-sequence HLA-B07:02. The binding affinity (normalized) is 0.624. (5) The peptide sequence is DENPVVHFF. The MHC is Mamu-A11 with pseudo-sequence Mamu-A11. The binding affinity (normalized) is 0.0214. (6) The peptide sequence is FFPSDYFPSV. The MHC is HLA-A02:01 with pseudo-sequence HLA-A02:01. The binding affinity (normalized) is 0.323.